From a dataset of Full USPTO retrosynthesis dataset with 1.9M reactions from patents (1976-2016). Predict the reactants needed to synthesize the given product. (1) Given the product [CH3:15][O:14][N:13]([CH3:12])[C:6](=[O:7])[C:5]1[CH:9]=[CH:10][C:2]([CH3:1])=[N:3][CH:4]=1, predict the reactants needed to synthesize it. The reactants are: [CH3:1][C:2]1[CH:10]=[CH:9][C:5]([C:6](O)=[O:7])=[CH:4][N:3]=1.Cl.[CH3:12][NH:13][O:14][CH3:15].CN1CCOCC1.[Cl-].COC1N=C(OC)N=C([N+]2(C)CCOCC2)N=1. (2) Given the product [F:49][C:50]1([F:56])[CH2:55][CH2:54][N:53]([C:24]([C:19]2[NH:20][C:21]3[C:17]([CH:18]=2)=[CH:16][C:15]([C:13]([N:9]2[CH2:10][CH2:11][CH2:12][C@H:8]2[CH2:7][N:2]2[CH2:3][CH2:4][CH2:5][CH2:6]2)=[O:14])=[CH:23][CH:22]=3)=[O:26])[CH2:52][CH2:51]1, predict the reactants needed to synthesize it. The reactants are: Cl.[N:2]1([CH2:7][C@@H:8]2[CH2:12][CH2:11][CH2:10][N:9]2[C:13]([C:15]2[CH:16]=[C:17]3[C:21](=[CH:22][CH:23]=2)[NH:20][C:19]([C:24]([OH:26])=O)=[CH:18]3)=[O:14])[CH2:6][CH2:5][CH2:4][CH2:3]1.F[B-](F)(F)F.N1(OC(N(C)C)=[N+](C)C)C2C=CC=CC=2N=N1.[F:49][C:50]1([F:56])[CH2:55][CH2:54][NH:53][CH2:52][CH2:51]1.C(N(CC)C(C)C)(C)C.